Predict which catalyst facilitates the given reaction. From a dataset of Catalyst prediction with 721,799 reactions and 888 catalyst types from USPTO. (1) Reactant: CS([C:4]1[N:9]=[C:8]([N:10]2[C:18]3[C:13](=[C:14]([O:19][CH2:20][CH2:21][CH2:22][S:23]([CH3:26])(=[O:25])=[O:24])[CH:15]=[CH:16][CH:17]=3)[CH:12]=[CH:11]2)[CH:7]=[CH:6][N:5]=1)=O.[CH2:27]([O:29][C:30]([CH:32]1[CH2:37][CH2:36][CH:35]([NH2:38])[CH2:34][CH2:33]1)=[O:31])[CH3:28]. Product: [CH2:27]([O:29][C:30]([CH:32]1[CH2:37][CH2:36][CH:35]([NH:38][C:4]2[N:9]=[C:8]([N:10]3[C:18]4[C:13](=[C:14]([O:19][CH2:20][CH2:21][CH2:22][S:23]([CH3:26])(=[O:25])=[O:24])[CH:15]=[CH:16][CH:17]=4)[CH:12]=[CH:11]3)[CH:7]=[CH:6][N:5]=2)[CH2:34][CH2:33]1)=[O:31])[CH3:28]. The catalyst class is: 38. (2) Reactant: [CH3:1][O:2][C:3]1[CH:8]=[CH:7][C:6]([C:9]2([C:35]3[CH:40]=[CH:39][C:38]([O:41][CH3:42])=[CH:37][CH:36]=3)[O:14][C:13]3[C:15]4[C:20]([C:21]([C:29]5[CH:34]=[CH:33][CH:32]=[CH:31][CH:30]=5)=[C:22]([C:23]([O:25][CH2:26][CH2:27][OH:28])=[O:24])[C:12]=3[CH:11]=[CH:10]2)=[CH:19][CH:18]=[CH:17][CH:16]=4)=[CH:5][CH:4]=1.[C:43](Cl)(=[O:46])[CH2:44][CH3:45]. Product: [CH3:1][O:2][C:3]1[CH:4]=[CH:5][C:6]([C:9]2([C:35]3[CH:36]=[CH:37][C:38]([O:41][CH3:42])=[CH:39][CH:40]=3)[O:14][C:13]3[C:15]4[C:20]([C:21]([C:29]5[CH:30]=[CH:31][CH:32]=[CH:33][CH:34]=5)=[C:22]([C:23]([O:25][CH2:26][CH2:27][O:28][C:43](=[O:46])[CH2:44][CH3:45])=[O:24])[C:12]=3[CH:11]=[CH:10]2)=[CH:19][CH:18]=[CH:17][CH:16]=4)=[CH:7][CH:8]=1. The catalyst class is: 236.